This data is from Reaction yield outcomes from USPTO patents with 853,638 reactions. The task is: Predict the reaction yield, written as a fraction of the theoretical maximum amount of product (1.0 means a 100% yield; for example, 0.34 means a 34% yield). (1) The reactants are COC1C=CC(C[NH:8][C:9]2[CH:14]=[C:13]([O:15][C:16]3[CH:21]=[CH:20][C:19]([NH:22][C:23]([C:25]4([C:28]([NH:30][C:31]5[CH:36]=[CH:35][C:34]([F:37])=[CH:33][CH:32]=5)=[O:29])[CH2:27][CH2:26]4)=[O:24])=[C:18]([F:38])[CH:17]=3)[CH:12]=[CH:11][N:10]=2)=CC=1.FC(F)(F)C(O)=O. The catalyst is C(Cl)Cl. The product is [NH2:8][C:9]1[CH:14]=[C:13]([O:15][C:16]2[CH:21]=[CH:20][C:19]([NH:22][C:23]([C:25]3([C:28]([NH:30][C:31]4[CH:32]=[CH:33][C:34]([F:37])=[CH:35][CH:36]=4)=[O:29])[CH2:27][CH2:26]3)=[O:24])=[C:18]([F:38])[CH:17]=2)[CH:12]=[CH:11][N:10]=1. The yield is 0.390. (2) The reactants are CCN(C(C)C)C(C)C.OC(C(F)(F)F)=O.[NH2:17][CH2:18][C:19]([N:21]1[CH2:26][CH2:25][N:24]([C:27](=[O:38])[C:28]2[CH:33]=[CH:32][CH:31]=[CH:30][C:29]=2[C:34]([F:37])([F:36])[F:35])[CH2:23][CH2:22]1)=[O:20].C1C=CC2N(O)N=NC=2C=1.CCN=C=NCCCN(C)C.Cl.[F:61][C:62]1[CH:77]=[CH:76][CH:75]=[C:74]([F:78])[C:63]=1[O:64][C:65]1[CH:73]=[CH:72][C:68]([C:69](O)=[O:70])=[CH:67][CH:66]=1. The catalyst is CN(C=O)C.O. The product is [F:61][C:62]1[CH:77]=[CH:76][CH:75]=[C:74]([F:78])[C:63]=1[O:64][C:65]1[CH:73]=[CH:72][C:68]([C:69]([NH:17][CH2:18][C:19](=[O:20])[N:21]2[CH2:22][CH2:23][N:24]([C:27](=[O:38])[C:28]3[CH:33]=[CH:32][CH:31]=[CH:30][C:29]=3[C:34]([F:37])([F:35])[F:36])[CH2:25][CH2:26]2)=[O:70])=[CH:67][CH:66]=1. The yield is 0.606. (3) The product is [F:15][C:13]1[CH:14]=[C:9]([NH:8][C:5]2[N:6]=[CH:7][C:2]([C:68](=[O:70])[CH3:69])=[N:3][C:4]=2[C:18]2[CH:23]=[C:22]([S:24][CH3:25])[N:21]=[C:20]([CH3:26])[N:19]=2)[CH:10]=[N:11][C:12]=1[O:16][CH3:17]. The yield is 0.663. The catalyst is O1CCOCC1.O.C([O-])(=O)C.C([O-])(=O)C.[Pd+2].[Cu]I. The reactants are Cl[C:2]1[N:3]=[C:4]([C:18]2[CH:23]=[C:22]([S:24][CH3:25])[N:21]=[C:20]([CH3:26])[N:19]=2)[C:5]([NH:8][C:9]2[CH:10]=[N:11][C:12]([O:16][CH3:17])=[C:13]([F:15])[CH:14]=2)=[N:6][CH:7]=1.C1(P(C2CCCCC2)C2C=CC=CC=2C2C(C(C)C)=CC(C(C)C)=CC=2C(C)C)CCCCC1.[F-].[Cs+].C([Sn](CCCC)(CCCC)[C:68]([O:70]CC)=[CH2:69])CCC.